This data is from Peptide-MHC class II binding affinity with 134,281 pairs from IEDB. The task is: Regression. Given a peptide amino acid sequence and an MHC pseudo amino acid sequence, predict their binding affinity value. This is MHC class II binding data. The peptide sequence is MEALTFKACDHIM. The MHC is HLA-DPA10201-DPB10501 with pseudo-sequence HLA-DPA10201-DPB10501. The binding affinity (normalized) is 0.